Dataset: Full USPTO retrosynthesis dataset with 1.9M reactions from patents (1976-2016). Task: Predict the reactants needed to synthesize the given product. The reactants are: [NH2:1][C:2]1[CH:14]=[C:13]([C:15]2[CH:20]=[CH:19][CH:18]=[C:17]([O:21][C:22]([O:24][C:25]([CH3:28])([CH3:27])[CH3:26])=[O:23])[CH:16]=2)[CH:12]=[CH:11][C:3]=1[C:4]([O:6][C:7]([CH3:10])([CH3:9])[CH3:8])=[O:5].C(=O)([O-])[O-].[Cs+].[Cs+].Br[C:36]1[CH:37]=[CH:38][C:39]2[S:43][CH:42]=[CH:41][C:40]=2[CH:44]=1.C1(P(C2CCCCC2)C2C=CC=CC=2C2C(C(C)C)=CC(C(C)C)=CC=2C(C)C)CCCCC1.C(O)(=O)CC(CC(O)=O)(C(O)=O)O. Given the product [S:43]1[C:39]2[CH:38]=[CH:37][C:36]([NH:1][C:2]3[CH:14]=[C:13]([C:15]4[CH:20]=[CH:19][CH:18]=[C:17]([O:21][C:22]([O:24][C:25]([CH3:28])([CH3:27])[CH3:26])=[O:23])[CH:16]=4)[CH:12]=[CH:11][C:3]=3[C:4]([O:6][C:7]([CH3:10])([CH3:9])[CH3:8])=[O:5])=[CH:44][C:40]=2[CH:41]=[CH:42]1, predict the reactants needed to synthesize it.